This data is from NCI-60 drug combinations with 297,098 pairs across 59 cell lines. The task is: Regression. Given two drug SMILES strings and cell line genomic features, predict the synergy score measuring deviation from expected non-interaction effect. Drug 1: C1=C(C(=O)NC(=O)N1)F. Drug 2: C(CC(=O)O)C(=O)CN.Cl. Cell line: RPMI-8226. Synergy scores: CSS=75.2, Synergy_ZIP=-12.8, Synergy_Bliss=-23.2, Synergy_Loewe=-18.2, Synergy_HSA=-17.9.